Dataset: Reaction yield outcomes from USPTO patents with 853,638 reactions. Task: Predict the reaction yield, written as a fraction of the theoretical maximum amount of product (1.0 means a 100% yield; for example, 0.34 means a 34% yield). (1) The reactants are [C:1]([O:5][C:6]([NH:8][C:9]1[CH:10]=[C:11]2[C:16](=[C:17]([N+:19]([O-])=O)[CH:18]=1)[N:15]=[CH:14][CH:13]=[CH:12]2)=[O:7])([CH3:4])([CH3:3])[CH3:2]. The catalyst is CO.[Pd]. The product is [NH2:19][C:17]1[CH:18]=[C:9]([NH:8][C:6]([O:5][C:1]([CH3:4])([CH3:3])[CH3:2])=[O:7])[CH:10]=[C:11]2[C:16]=1[N:15]=[CH:14][CH:13]=[CH:12]2. The yield is 0.920. (2) The reactants are [NH2:1][C:2]1[N:7]=[CH:6][N:5]=[C:4]2[N:8]([CH:14]([C:16]3[C:17]([O:35][CH3:36])=[C:18]([CH:24]4[CH2:27][N:26]([C:28]([O:30][C:31]([CH3:34])([CH3:33])[CH3:32])=[O:29])[CH2:25]4)[C:19]([CH3:23])=[C:20](Cl)[CH:21]=3)[CH3:15])[N:9]=[C:10]([CH:11]([F:13])[F:12])[C:3]=12.[CH3:37][N:38]1CCCC1=O. The catalyst is [Zn].CC(C)([P](C(C)(C)C)([Pd][P](C(C)(C)C)(C(C)(C)C)C(C)(C)C)C(C)(C)C)C.[C-]#N.[Zn+2].[C-]#N. The product is [NH2:1][C:2]1[N:7]=[CH:6][N:5]=[C:4]2[N:8]([CH:14]([C:16]3[C:17]([O:35][CH3:36])=[C:18]([CH:24]4[CH2:27][N:26]([C:28]([O:30][C:31]([CH3:34])([CH3:33])[CH3:32])=[O:29])[CH2:25]4)[C:19]([CH3:23])=[C:20]([C:37]#[N:38])[CH:21]=3)[CH3:15])[N:9]=[C:10]([CH:11]([F:13])[F:12])[C:3]=12. The yield is 0.960.